Task: Binary Classification. Given a T-cell receptor sequence (or CDR3 region) and an epitope sequence, predict whether binding occurs between them.. Dataset: TCR-epitope binding with 47,182 pairs between 192 epitopes and 23,139 TCRs (1) The epitope is SQASSRSSSR. The TCR CDR3 sequence is CASSLALANEQFF. Result: 0 (the TCR does not bind to the epitope). (2) The epitope is KEIDRLNEV. The TCR CDR3 sequence is CASSPSGSYNTGELFF. Result: 0 (the TCR does not bind to the epitope). (3) The epitope is GTSGSPIIDK. The TCR CDR3 sequence is CASSGGQANIQYF. Result: 1 (the TCR binds to the epitope). (4) The epitope is KMKDLSPRW. The TCR CDR3 sequence is CASSVGNTEAFF. Result: 0 (the TCR does not bind to the epitope). (5) The epitope is KRWIIMGLNK. The TCR CDR3 sequence is CASSLGPLTGLGPEAFF. Result: 0 (the TCR does not bind to the epitope). (6) The epitope is SLFNTVATLY. The TCR CDR3 sequence is CASSTNQPGLATEKGTDTQYF. Result: 0 (the TCR does not bind to the epitope). (7) The epitope is SLFNTVATLY. The TCR CDR3 sequence is CASSLIGSANYGYTF. Result: 0 (the TCR does not bind to the epitope). (8) The epitope is GLNKIVRMY. The TCR CDR3 sequence is CASRYRLVDTGELFF. Result: 0 (the TCR does not bind to the epitope). (9) The epitope is YSEHPTFTSQY. The TCR CDR3 sequence is CASSLTWTGELFF. Result: 0 (the TCR does not bind to the epitope).